From a dataset of Forward reaction prediction with 1.9M reactions from USPTO patents (1976-2016). Predict the product of the given reaction. (1) Given the reactants Cl[C:2]1[O:3][C:4]([CH2:14][CH2:15][C:16]([O:18][CH3:19])=[O:17])=[C:5]([C:7]2[CH:12]=[CH:11][CH:10]=[C:9]([Cl:13])[CH:8]=2)[N:6]=1.[NH:20]1[C:24]2[CH:25]=[CH:26][CH:27]=[CH:28][C:23]=2[N:22]=[CH:21]1.C(=O)([O-])[O-].[K+].[K+].CN(C)C=O, predict the reaction product. The product is: [N:20]1([C:2]2[O:3][C:4]([CH2:14][CH2:15][C:16]([O:18][CH3:19])=[O:17])=[C:5]([C:7]3[CH:12]=[CH:11][CH:10]=[C:9]([Cl:13])[CH:8]=3)[N:6]=2)[C:24]2[CH:25]=[CH:26][CH:27]=[CH:28][C:23]=2[N:22]=[CH:21]1. (2) Given the reactants [CH:1]([C:3]1[CH:7]=[C:6]([C:8]2[CH:13]=[CH:12][C:11]([CH3:14])=[CH:10][CH:9]=2)[N:5]([C:15]2[CH:20]=[CH:19][C:18]([S:21]([NH2:24])(=[O:23])=[O:22])=[CH:17][CH:16]=2)[N:4]=1)=O.[H-].[Na+].[OH2:27].[CH2:28]1[CH2:32][O:31][CH2:30][CH2:29]1, predict the reaction product. The product is: [CH2:32]([O:31][C:30](=[O:27])/[CH:29]=[CH:1]/[C:3]1[CH:7]=[C:6]([C:8]2[CH:13]=[CH:12][C:11]([CH3:14])=[CH:10][CH:9]=2)[N:5]([C:15]2[CH:20]=[CH:19][C:18]([S:21](=[O:22])(=[O:23])[NH2:24])=[CH:17][CH:16]=2)[N:4]=1)[CH3:28]. (3) Given the reactants [OH:1][CH:2]1[CH2:6][N:5]([C:7]([O:9][CH2:10][CH:11]2[C:23]3[CH:22]=[CH:21][CH:20]=[CH:19][C:18]=3[C:17]3[C:12]2=[CH:13][CH:14]=[CH:15][CH:16]=3)=[O:8])[CH:4]([CH2:24][OH:25])[CH2:3]1.[CH3:26][O:27][C:28]1[CH:49]=[CH:48][C:31]([C:32](Cl)([C:41]2[CH:46]=[CH:45][CH:44]=[CH:43][CH:42]=2)[C:33]2[CH:38]=[CH:37][C:36]([O:39][CH3:40])=[CH:35][CH:34]=2)=[CH:30][CH:29]=1, predict the reaction product. The product is: [CH3:40][O:39][C:36]1[CH:35]=[CH:34][C:33]([C:32]([C:31]2[CH:30]=[CH:29][C:28]([O:27][CH3:26])=[CH:49][CH:48]=2)([C:41]2[CH:46]=[CH:45][CH:44]=[CH:43][CH:42]=2)[O:25][CH2:24][CH:4]2[CH2:3][CH:2]([OH:1])[CH2:6][N:5]2[C:7]([O:9][CH2:10][CH:11]2[C:23]3[CH:22]=[CH:21][CH:20]=[CH:19][C:18]=3[C:17]3[C:12]2=[CH:13][CH:14]=[CH:15][CH:16]=3)=[O:8])=[CH:38][CH:37]=1. (4) Given the reactants [Br:1][C:2]1[N:7]=[C:6]([CH2:8][C:9]#N)[CH:5]=[CH:4][CH:3]=1.[OH-:11].[Na+].C[OH:14], predict the reaction product. The product is: [Br:1][C:2]1[N:7]=[C:6]([CH2:8][C:9]([OH:14])=[O:11])[CH:5]=[CH:4][CH:3]=1. (5) Given the reactants [CH3:1][O:2][C:3]([C:5]1[C:10](Cl)=[C:9]([NH:12][C:13](=[O:15])[CH3:14])[CH:8]=[C:7]([C:16]2[CH:21]=[CH:20][C:19]([Cl:22])=[C:18]([O:23][CH3:24])[C:17]=2[F:25])[N:6]=1)=[O:4].[CH3:26][Si:27]([CH3:44])([CH3:43])[C:28]#[C:29][Sn](CCCC)(CCCC)CCCC, predict the reaction product. The product is: [CH3:1][O:2][C:3]([C:5]1[C:10]([C:29]#[C:28][Si:27]([CH3:44])([CH3:43])[CH3:26])=[C:9]([NH:12][C:13](=[O:15])[CH3:14])[CH:8]=[C:7]([C:16]2[CH:21]=[CH:20][C:19]([Cl:22])=[C:18]([O:23][CH3:24])[C:17]=2[F:25])[N:6]=1)=[O:4].